The task is: Predict the reaction yield, written as a fraction of the theoretical maximum amount of product (1.0 means a 100% yield; for example, 0.34 means a 34% yield).. This data is from Reaction yield outcomes from USPTO patents with 853,638 reactions. The reactants are C[O:2][C:3]1[CH:8]=[CH:7][C:6]([O:9]C)=[CH:5][C:4]=1[C:11](=[O:21])[CH2:12][C:13]1[CH:18]=[CH:17][CH:16]=[C:15]([O:19]C)[CH:14]=1.B(Br)(Br)Br. The catalyst is C(Cl)Cl. The product is [OH:2][C:3]1[CH:8]=[CH:7][C:6]([OH:9])=[CH:5][C:4]=1[C:11](=[O:21])[CH2:12][C:13]1[CH:18]=[CH:17][CH:16]=[C:15]([OH:19])[CH:14]=1. The yield is 0.620.